Task: Predict the product of the given reaction.. Dataset: Forward reaction prediction with 1.9M reactions from USPTO patents (1976-2016) (1) The product is: [F:1][C:2]1[CH:3]=[C:4]([C:10]2[CH:16]=[CH:15][CH:14]=[CH:13][C:11]=2[NH:12][C:24]([C:31]2[C:32]([CH:37]([F:39])[F:38])=[N:33][N:34]([CH3:36])[CH:35]=2)=[O:27])[CH:5]=[C:6]([F:9])[C:7]=1[F:8]. Given the reactants [F:1][C:2]1[CH:3]=[C:4]([C:10]2[CH:16]=[CH:15][CH:14]=[CH:13][C:11]=2[NH2:12])[CH:5]=[C:6]([F:9])[C:7]=1[F:8].C(N(CC)CC)C.[C:24](=[O:27])([O-])[O-].[K+].[K+].Br[C:31]1[C:32]([CH:37]([F:39])[F:38])=[N:33][N:34]([CH3:36])[CH:35]=1, predict the reaction product. (2) Given the reactants [N:1]1[CH:6]=[CH:5][CH:4]=[CH:3][C:2]=1[CH2:7][N+:8]1([O-])[C:16](=[O:17])[C:15]2[C:10](=[CH:11][CH:12]=[CH:13][CH:14]=2)[C:9]1=[O:18].C[Si]([C:24]#[N:25])(C)C.CN(C)C(Cl)=O, predict the reaction product. The product is: [O:18]=[C:9]1[C:10]2[C:15](=[CH:14][CH:13]=[CH:12][CH:11]=2)[C:16](=[O:17])[N:8]1[CH2:7][C:2]1[N:1]=[C:6]([C:24]#[N:25])[CH:5]=[CH:4][CH:3]=1. (3) Given the reactants C1C(CCCO)=CC(O)=C(O)C=1.[OH:13][C:14]1[CH:15]=[C:16]([CH:22]=[CH:23][C:24]=1[OH:25])[CH:17](O)[C:18]([OH:20])=[O:19], predict the reaction product. The product is: [OH:13][C:14]1[CH:15]=[C:16]([CH2:17][C:18]([OH:20])=[O:19])[CH:22]=[CH:23][C:24]=1[OH:25]. (4) Given the reactants [CH2:1]([NH2:4])[CH2:2][NH2:3].[C:5](O[C:5]([O:7][C:8]([CH3:11])([CH3:10])[CH3:9])=[O:6])([O:7][C:8]([CH3:11])([CH3:10])[CH3:9])=[O:6], predict the reaction product. The product is: [C:5]([NH:3][CH2:2][CH2:1][NH2:4])([O:7][C:8]([CH3:11])([CH3:10])[CH3:9])=[O:6]. (5) Given the reactants [Br:1][C:2]1[S:10][C:9]2[C:8](=[O:11])[N:7]([CH:12]3[CH2:17][CH2:16][N:15]([C:18]([O:20][C:21]([CH3:24])([CH3:23])[CH3:22])=[O:19])[CH2:14][CH2:13]3)[C:6](=[O:25])[NH:5][C:4]=2[CH:3]=1.C(=O)([O-])[O-].[K+].[K+].Cl[CH2:33][C:34]1[O:38][N:37]=[C:36]([CH2:39][CH3:40])[N:35]=1, predict the reaction product. The product is: [Br:1][C:2]1[S:10][C:9]2[C:8](=[O:11])[N:7]([CH:12]3[CH2:17][CH2:16][N:15]([C:18]([O:20][C:21]([CH3:22])([CH3:24])[CH3:23])=[O:19])[CH2:14][CH2:13]3)[C:6](=[O:25])[N:5]([CH2:33][C:34]3[O:38][N:37]=[C:36]([CH2:39][CH3:40])[N:35]=3)[C:4]=2[CH:3]=1.